This data is from Forward reaction prediction with 1.9M reactions from USPTO patents (1976-2016). The task is: Predict the product of the given reaction. Given the reactants [OH:1][CH2:2][C@H:3]1[CH2:8][CH2:7][C@H:6]([OH:9])[CH2:5][CH2:4]1.N1C=CN=C1.[Si:15](Cl)([C:28]([CH3:31])([CH3:30])[CH3:29])([C:22]1[CH:27]=[CH:26][CH:25]=[CH:24][CH:23]=1)[C:16]1[CH:21]=[CH:20][CH:19]=[CH:18][CH:17]=1, predict the reaction product. The product is: [Si:15]([O:1][CH2:2][C@H:3]1[CH2:8][CH2:7][C@H:6]([OH:9])[CH2:5][CH2:4]1)([C:28]([CH3:31])([CH3:30])[CH3:29])([C:22]1[CH:23]=[CH:24][CH:25]=[CH:26][CH:27]=1)[C:16]1[CH:21]=[CH:20][CH:19]=[CH:18][CH:17]=1.